Predict the reactants needed to synthesize the given product. From a dataset of Full USPTO retrosynthesis dataset with 1.9M reactions from patents (1976-2016). (1) Given the product [Si:19]([O:26][C@H:27]1[C@H:32]([N:33]2[CH2:34][CH2:35][O:36][CH2:37][CH2:38]2)[CH2:31][CH2:30][N:29]([C:2]2[C:3]([Cl:18])=[C:4]([NH:10][C:11](=[O:17])[O:12][C:13]([CH3:16])([CH3:15])[CH3:14])[CH:5]=[C:6]([C:8]#[N:9])[CH:7]=2)[CH2:28]1)([C:22]([CH3:25])([CH3:23])[CH3:24])([CH3:20])[CH3:21], predict the reactants needed to synthesize it. The reactants are: Br[C:2]1[C:3]([Cl:18])=[C:4]([NH:10][C:11](=[O:17])[O:12][C:13]([CH3:16])([CH3:15])[CH3:14])[CH:5]=[C:6]([C:8]#[N:9])[CH:7]=1.[Si:19]([O:26][C@H:27]1[C@H:32]([N:33]2[CH2:38][CH2:37][O:36][CH2:35][CH2:34]2)[CH2:31][CH2:30][NH:29][CH2:28]1)([C:22]([CH3:25])([CH3:24])[CH3:23])([CH3:21])[CH3:20].C1(P(C2C=CC=CC=2)C2C=CC3C(=CC=CC=3)C=2C2C3C(=CC=CC=3)C=CC=2P(C2C=CC=CC=2)C2C=CC=CC=2)C=CC=CC=1.C(=O)([O-])[O-].[Cs+].[Cs+]. (2) Given the product [C:10]1([C:9]#[C:8][C:7]2[N:6]=[C:5]3[N:16]=[CH:17][CH:18]=[CH:19][C:4]3=[N:3][C:2]=2[O:68][CH2:21][CH2:26][N:25]2[CH2:24][CH2:23][CH2:31][CH2:30]2)[CH:15]=[CH:14][CH:13]=[CH:12][CH:11]=1, predict the reactants needed to synthesize it. The reactants are: Cl[C:2]1[N:3]=[C:4]2[CH:19]=[CH:18][CH:17]=[N:16][C:5]2=[N:6][C:7]=1[C:8]#[C:9][C:10]1[CH:15]=[CH:14][CH:13]=[CH:12][CH:11]=1.Cl[C:21]1N=[C:23]2[CH:31]=[CH:30]C=N[C:24]2=[N:25][C:26]=1Cl.C1(C#C)C=CC=CC=1.C(N(CC)CC)C.C1(P(C2C=CC=CC=2)C2C=CC=CC=2)C=CC=CC=1.CS(C)=[O:68].